From a dataset of Experimentally validated miRNA-target interactions with 360,000+ pairs, plus equal number of negative samples. Binary Classification. Given a miRNA mature sequence and a target amino acid sequence, predict their likelihood of interaction. (1) The miRNA is hsa-miR-3124-3p with sequence ACUUUCCUCACUCCCGUGAAGU. The protein sequence of the target gene is MADGKAGDEKPEKSQRAGAAGGPEEEAEKPVKTKTVSSSNGGESSSRSAEKRSAEEEAADLPTKPTKISKFGFAIGSQTTKKASAISIKLGSSKPKETVPTLAPKTLSVAAAFNEDEDSEPEEMPPEAKMRMKNIGRDTPTSAGPNSFNKGKHGFSDNQKLWERNIKSHLGNVHDQDN. Result: 0 (no interaction). (2) The miRNA is hsa-miR-4726-3p with sequence ACCCAGGUUCCCUCUGGCCGCA. The protein sequence of the target gene is MPSGFPQSPRTSPRARPKTRITGALPMDYSEGLSAEERPAHAPSAGKFGERPPPKRLTREAMRNYLKERGDQTVLILHAKVAQKSYGNEKRFFCPPPCVYLMGSGWKKKKEQMERDGCSEQESQPCAFIGIGNSDQEMQQLNLEGKNYCTAKTLYISDSDKRKHFMLSVKMFYGNSDDIGVFLSKRIKVISKPSKKKQSLKNADLCIASGTKVALFNRLRSQTVSTRYLHVEGGNFHASSQQWGAFYIHLLDDDESEGEEFTVRDGYIHYGQTVKLVCSVTGMALPRLIIRKVDKQTALL.... Result: 0 (no interaction). (3) Result: 1 (interaction). The protein sequence of the target gene is MGAPPGYRPSAWVHLLHQLPRADFQLRPVPSGFAPRDQEYQQALLLVAALAGLGLGLSLIFIAVYLIRFCCCRPPEPHGAKSPPPGGGCVTWSCIAALLVGCAGIGIGFYGNSETSDGVSQLSSALLHANHTLSTIDDVVLETVERLGEAVKTELTTLEEVLSVRMELVAATRGARRQAEAAAQYLQGLAFWQGVSLSPVQVAEDVTFVEEYRWLAYVLLLLLVLLVCLFTLLGLAKQSKWLVVVMTAMSLLVLVLSWGSMGLEAATAVGLSDFCSNPDTYVLNLTQEETGLSSDILSYY.... The miRNA is mmu-miR-3074-2-3p with sequence UGUUUCAGCUCAGUAGGCAC. (4) The miRNA is hsa-miR-449c-5p with sequence UAGGCAGUGUAUUGCUAGCGGCUGU. The protein sequence of the target gene is MPSATSHSGSGSKSSGPPPPSGSSGSEAAAGAGAAAPASQHPATGTGAVQTEAMKQILGVIDKKLRNLEKKKGKLDDYQERMNKGERLNQDQLDAVSKYQEVTNNLEFAKELQRSFMALSQDIQKTIKKTARREQLMREEAEQKRLKTVLELQYVLDKLGDDEVRTDLKQGLNGVPILSEEELSLLDEFYKLVDPERDMSLRLNEQYEHASIHLWDLLEGKEKPVCGTTYKVLKEIVERVFQSNYFDSTHNHQNGLCEEEEAASAPAVEDQVPEAEPEPAEEYTEQSEVESTEYVNRQFM.... Result: 0 (no interaction).